This data is from Forward reaction prediction with 1.9M reactions from USPTO patents (1976-2016). The task is: Predict the product of the given reaction. (1) Given the reactants C(O)C.[NH2:4][C:5]1[C:14]2[N:15]=[C:16]([CH2:25][CH3:26])[N:17]([CH2:18][CH:19]3[CH2:24][CH2:23][O:22][CH2:21][CH2:20]3)[C:13]=2[C:12]2[CH:11]=[CH:10][C:9](/[CH:27]=[CH:28]/[C:29]([N:31]([CH3:33])[CH3:32])=[O:30])=[CH:8][C:7]=2[N:6]=1, predict the reaction product. The product is: [NH2:4][C:5]1[C:14]2[N:15]=[C:16]([CH2:25][CH3:26])[N:17]([CH2:18][CH:19]3[CH2:20][CH2:21][O:22][CH2:23][CH2:24]3)[C:13]=2[C:12]2[CH:11]=[CH:10][C:9]([CH2:27][CH2:28][C:29]([N:31]([CH3:32])[CH3:33])=[O:30])=[CH:8][C:7]=2[N:6]=1. (2) Given the reactants [Br:1][C:2]1[CH:14]=[CH:13][C:5]([NH:6][CH:7]2[CH2:12][CH2:11][CH2:10][CH2:9][CH2:8]2)=[C:4]([N+:15]([O-:17])=[O:16])[CH:3]=1.Br[CH2:19][C:20]([CH3:22])=[CH2:21].[H-].[Na+], predict the reaction product. The product is: [Br:1][C:2]1[CH:14]=[CH:13][C:5]([N:6]([CH:7]2[CH2:8][CH2:9][CH2:10][CH2:11][CH2:12]2)[CH2:21][C:20]([CH3:22])=[CH2:19])=[C:4]([N+:15]([O-:17])=[O:16])[CH:3]=1. (3) Given the reactants [F:1][C:2]1[CH:7]=[C:6]([CH2:8]O)[CH:5]=[C:4]([NH:10][CH2:11][C:12]2[CH:17]=[CH:16][C:15]([O:18][CH3:19])=[CH:14][CH:13]=2)[N:3]=1.C(N(CC)CC)C.CS(Cl)(=O)=O.[CH:32]([C:35]1[C:40](=[O:41])[NH:39][C:38](=[O:42])[NH:37][C:36]=1[O:43][C:44]1[CH:45]=[C:46]([CH:49]=[C:50]([CH3:52])[CH:51]=1)[C:47]#[N:48])([CH3:34])[CH3:33].C(=O)([O-])[O-].[K+].[K+].[I-].[Li+], predict the reaction product. The product is: [F:1][C:2]1[CH:7]=[C:6]([CH2:8][N:37]2[C:36]([O:43][C:44]3[CH:45]=[C:46]([CH:49]=[C:50]([CH3:52])[CH:51]=3)[C:47]#[N:48])=[C:35]([CH:32]([CH3:33])[CH3:34])[C:40](=[O:41])[NH:39][C:38]2=[O:42])[CH:5]=[C:4]([NH:10][CH2:11][C:12]2[CH:17]=[CH:16][C:15]([O:18][CH3:19])=[CH:14][CH:13]=2)[N:3]=1. (4) Given the reactants Cl[C:2]1[CH:3]=[CH:4][C:5]2[N:11]3[CH2:12][C@H:8]([CH2:9][CH2:10]3)[N:7]([C:13]([NH:15][C:16]3[CH:21]=[N:20][CH:19]=[CH:18][N:17]=3)=[O:14])[C:6]=2[N:22]=1.[NH:23]1[C:27](B(O)O)=[CH:26][CH:25]=[N:24]1.[O-]P([O-])([O-])=O.[K+].[K+].[K+].CC(C1C=C(C(C)C)C(C2C=CC=CC=2P(C2CCCCC2)C2CCCCC2)=C(C(C)C)C=1)C, predict the reaction product. The product is: [N:17]1[CH:18]=[CH:19][N:20]=[CH:21][C:16]=1[NH:15][C:13]([N:7]1[C@@H:8]2[CH2:12][N:11]([CH2:10][CH2:9]2)[C:5]2[CH:4]=[CH:3][C:2]([C:25]3[NH:24][N:23]=[CH:27][CH:26]=3)=[N:22][C:6]1=2)=[O:14]. (5) The product is: [CH2:20]([O:22][C:23]([C:25]1[C:31]2[NH:32][C:33]3[CH:34]=[C:35]([O:39][C:63](=[O:64])[N:13]([CH3:12])[CH3:14])[CH:36]=[CH:37][C:38]=3[C:30]=2[C:29]([CH3:40])([CH3:41])[CH2:28][N:27]([C:42](=[O:51])[C:43]2[CH:44]=[CH:45][C:46]([F:49])=[CH:47][CH:48]=2)[CH:26]=1)=[O:24])[CH3:21]. Given the reactants C(OC(C1[C:12]2[NH:13][C:14]3C=CC=CC=3C=2CCNC=1)=O)C.[CH2:20]([O:22][C:23]([C:25]1[C:31]2[NH:32][C:33]3[CH:34]=[C:35]([OH:39])[CH:36]=[CH:37][C:38]=3[C:30]=2[C:29]([CH3:41])([CH3:40])[CH2:28][N:27]([C:42](=[O:51])[C:43]2[CH:48]=[CH:47][C:46]([F:49])=[C:45](F)[CH:44]=2)[CH:26]=1)=[O:24])[CH3:21].C(N(CC)CC)C.C(N=[C:63]=[O:64])CC, predict the reaction product.